From a dataset of Forward reaction prediction with 1.9M reactions from USPTO patents (1976-2016). Predict the product of the given reaction. (1) Given the reactants [CH3:1][C:2]1[CH:7]=[CH:6][CH:5]=[C:4]([CH3:8])[C:3]=1[C:9]1[N:14]=[C:13]([CH2:15][O:16][C:17]2[N:22]=[CH:21][C:20]3[CH:23]4[CH:26]([C:27]([O:29]CC)=[O:28])[CH:24]4[CH2:25][C:19]=3[CH:18]=2)[C:12]([F:32])=[CH:11][CH:10]=1.C1COCC1.[OH-].[Na+].Cl, predict the reaction product. The product is: [CH3:1][C:2]1[CH:7]=[CH:6][CH:5]=[C:4]([CH3:8])[C:3]=1[C:9]1[N:14]=[C:13]([CH2:15][O:16][C:17]2[N:22]=[CH:21][C:20]3[CH:23]4[CH:26]([C:27]([OH:29])=[O:28])[CH:24]4[CH2:25][C:19]=3[CH:18]=2)[C:12]([F:32])=[CH:11][CH:10]=1. (2) Given the reactants [CH3:1][O:2][C:3]([NH:5][C@H:6]([C:58]1[CH:63]=[CH:62][CH:61]=[CH:60][CH:59]=1)[C:7]([N:9]1[CH2:13][CH2:12][CH2:11][C@H:10]1[C:14]1[NH:18][C:17]2[C:19]3[C:24]([CH2:25][CH2:26][C:16]=2[N:15]=1)=[CH:23][C:22]([C:27]1[CH:28]=[C:29]2[C:34](=[CH:35][CH:36]=1)[CH:33]=[C:32]([C:37]1[NH:41][C:40]([C@@H:42]4[CH2:46][CH2:45][CH2:44][N:43]4[C:47](=[O:57])[C@@H:48]([NH:52][C:53](=[O:56])[O:54][CH3:55])[CH:49]([CH3:51])[CH3:50])=[N:39][CH:38]=1)[CH:31]=[CH:30]2)=[CH:21][CH:20]=3)=[O:8])=[O:4], predict the reaction product. The product is: [CH3:1][O:2][C:3]([NH:5][C@H:6]([C:58]1[CH:59]=[CH:60][CH:61]=[CH:62][CH:63]=1)[C:7]([N:9]1[CH2:13][CH2:12][CH2:11][C@H:10]1[C:14]1[NH:18][C:17]2[C:19]3[C:24]([CH:25]=[CH:26][C:16]=2[N:15]=1)=[CH:23][C:22]([C:27]1[CH:28]=[C:29]2[C:34](=[CH:35][CH:36]=1)[CH:33]=[C:32]([C:37]1[NH:41][C:40]([C@@H:42]4[CH2:46][CH2:45][CH2:44][N:43]4[C:47](=[O:57])[C@@H:48]([NH:52][C:53](=[O:56])[O:54][CH3:55])[CH:49]([CH3:51])[CH3:50])=[N:39][CH:38]=1)[CH:31]=[CH:30]2)=[CH:21][CH:20]=3)=[O:8])=[O:4]. (3) Given the reactants Cl[CH:2]1[N:6]([CH3:7])[N:5]=[C:4]([C:8]([F:11])([F:10])[F:9])[CH:3]1[CH:12]=[O:13].[F:14][C:15]1[CH:16]=[C:17]([OH:22])[CH:18]=[CH:19][C:20]=1[F:21].C(=O)([O-])[O-:24].[K+].[K+], predict the reaction product. The product is: [F:14][C:15]1[CH:16]=[C:17]([CH:18]=[CH:19][C:20]=1[F:21])[O:22][C:2]1[N:6]([CH3:7])[N:5]=[C:4]([C:8]([F:11])([F:10])[F:9])[C:3]=1[C:12]([OH:13])=[O:24].